From a dataset of Forward reaction prediction with 1.9M reactions from USPTO patents (1976-2016). Predict the product of the given reaction. (1) Given the reactants [CH3:1][O:2][C:3]1[CH:8]=[CH:7][C:6]([CH2:9][C:10]([OH:12])=[O:11])=[CH:5][CH:4]=1.[CH2:13]([O:20][C:21]1[CH:26]=[CH:25][C:24]([C:27](=[O:36])[CH2:28]CC2C=CC=CC=2)=[CH:23][CH:22]=1)[C:14]1[CH:19]=[CH:18][CH:17]=[CH:16][CH:15]=1, predict the reaction product. The product is: [CH3:1][O:2][C:3]1[CH:4]=[CH:5][C:6]([CH2:9][C:10]([O:12][CH2:28][C:27]([C:24]2[CH:25]=[CH:26][C:21]([O:20][CH2:13][C:14]3[CH:19]=[CH:18][CH:17]=[CH:16][CH:15]=3)=[CH:22][CH:23]=2)=[O:36])=[O:11])=[CH:7][CH:8]=1. (2) Given the reactants [Cl:1][C:2]1[CH:3]=[C:4]2[C:9](=[CH:10][CH:11]=1)[N:8]([CH2:12][C:13]([F:16])([F:15])[F:14])[C:7](=[O:17])[NH:6][C:5]2=O.C(N(CC)CC)C.C(OC([N:31]1[CH:36]2[CH2:37][CH2:38][CH:32]1[CH2:33][CH:34]([NH2:39])[CH2:35]2)=O)C, predict the reaction product. The product is: [CH:32]12[NH:31][CH:36]([CH2:37][CH2:38]1)[CH2:35][CH:34]([NH:39][C:5]1[C:4]3[C:9](=[CH:10][CH:11]=[C:2]([Cl:1])[CH:3]=3)[N:8]([CH2:12][C:13]([F:16])([F:15])[F:14])[C:7](=[O:17])[N:6]=1)[CH2:33]2. (3) Given the reactants [OH:1][C:2]1[CH:3]=[CH:4][CH:5]=[C:6]2[C:11]=1[CH2:10][C:9](=[O:12])[CH2:8][CH2:7]2.Cl[C:14]1[CH:22]=[CH:21][C:17]([C:18]([NH2:20])=[O:19])=[CH:16][N:15]=1.C([O-])([O-])=O.[K+].[K+], predict the reaction product. The product is: [O:12]=[C:9]1[CH2:10][C:11]2[C:2]([O:1][C:14]3[CH:22]=[CH:21][C:17]([C:18]([NH2:20])=[O:19])=[CH:16][N:15]=3)=[CH:3][CH:4]=[CH:5][C:6]=2[CH2:7][CH2:8]1. (4) Given the reactants Cl[C:2]1[N:3]=[CH:4][C:5]2[N:11]([CH3:12])[C:10](=[O:13])[C:9]([F:15])([F:14])[CH2:8][N:7]([CH:16]3[CH2:20][CH2:19][CH2:18][CH2:17]3)[C:6]=2[N:21]=1.[CH3:22][O:23][C:24](=[O:35])[C:25]1[CH:30]=[C:29]([O:31][CH3:32])[C:28]([NH2:33])=[CH:27][C:26]=1[F:34].C(=O)([O-])[O-].[Cs+].[Cs+], predict the reaction product. The product is: [CH3:22][O:23][C:24](=[O:35])[C:25]1[CH:30]=[C:29]([O:31][CH3:32])[C:28]([NH:33][C:2]2[N:3]=[CH:4][C:5]3[N:11]([CH3:12])[C:10](=[O:13])[C:9]([F:15])([F:14])[CH2:8][N:7]([CH:16]4[CH2:20][CH2:19][CH2:18][CH2:17]4)[C:6]=3[N:21]=2)=[CH:27][C:26]=1[F:34].